From a dataset of Forward reaction prediction with 1.9M reactions from USPTO patents (1976-2016). Predict the product of the given reaction. (1) Given the reactants [O:1]1[C:8]2[CH:7]=[C:6]([C:9]([O-:11])=[O:10])[NH:5][C:4]=2[CH:3]=[CH:2]1.[Na+].Cl[CH2:14][N:15]1[CH:19]=[CH:18][N:17]=[CH:16]1, predict the reaction product. The product is: [O:1]1[C:8]2[CH:7]=[C:6]([C:9]([O:11][CH2:14][N:15]3[CH:19]=[CH:18][N:17]=[CH:16]3)=[O:10])[NH:5][C:4]=2[CH:3]=[CH:2]1. (2) Given the reactants Br[C:2]1[N:7]=[C:6]2[S:8][C:9]([NH:11][C:12](=[O:14])[CH3:13])=[N:10][C:5]2=[CH:4][CH:3]=1.CC1(C)C(C)(C)OB([C:23]2[CH:24]=[C:25]3[C:29](=[CH:30][CH:31]=2)[NH:28][CH:27]=[CH:26]3)O1.C([O-])(O)=O.[Na+], predict the reaction product. The product is: [NH:28]1[C:29]2[C:25](=[CH:24][C:23]([C:2]3[N:7]=[C:6]4[S:8][C:9]([NH:11][C:12](=[O:14])[CH3:13])=[N:10][C:5]4=[CH:4][CH:3]=3)=[CH:31][CH:30]=2)[CH:26]=[CH:27]1. (3) Given the reactants [CH:1]([C@@H:3]1[CH2:8][CH2:7][C@H:6]([CH3:9])[CH2:5][N:4]1[C:10]([O:12][C:13]([CH3:16])([CH3:15])[CH3:14])=[O:11])=O.[Br:17][C:18]1[CH:19]=[CH:20][C:21]([NH2:24])=[N:22][CH:23]=1.CC(O)=O.C(O[BH-](OC(=O)C)OC(=O)C)(=O)C.[Na+].C([O-])(O)=O.[Na+], predict the reaction product. The product is: [Br:17][C:18]1[CH:19]=[CH:20][C:21]([NH:24][CH2:1][C@@H:3]2[CH2:8][CH2:7][C@H:6]([CH3:9])[CH2:5][N:4]2[C:10]([O:12][C:13]([CH3:16])([CH3:15])[CH3:14])=[O:11])=[N:22][CH:23]=1. (4) Given the reactants Cl[C:2]1[CH2:7][CH2:6][CH2:5][C:4](=[O:8])[CH:3]=1.[Na].[NH:10]1[CH:14]=[N:13][CH:12]=[N:11]1.CN(C=O)C, predict the reaction product. The product is: [N:10]1([C:2]2[CH2:7][CH2:6][CH2:5][C:4](=[O:8])[CH:3]=2)[CH:14]=[N:13][CH:12]=[N:11]1. (5) Given the reactants [NH:1]([C:20]([O:22][CH2:23][C:24]1[CH:29]=[CH:28][CH:27]=[CH:26][CH:25]=1)=[O:21])[C@H:2]([C:10]([O:12]CC1C=CC=CC=1)=O)[CH2:3][C:4]1[CH:9]=[CH:8][CH:7]=[CH:6][CH:5]=1.Cl.[NH2:31][CH2:32][C:33]([NH2:35])=[O:34].CCN(CC)CC, predict the reaction product. The product is: [NH:1]([C:20]([O:22][CH2:23][C:24]1[CH:25]=[CH:26][CH:27]=[CH:28][CH:29]=1)=[O:21])[C@H:2]([C:10]([NH:31][CH2:32][C:33]([NH2:35])=[O:34])=[O:12])[CH2:3][C:4]1[CH:5]=[CH:6][CH:7]=[CH:8][CH:9]=1. (6) Given the reactants [CH2:1]([O:8][C:9]1[C:10]([O:30][CH3:31])=[CH:11][C:12]2[CH2:21][CH:20]([CH3:22])[N:19]3[C:14](=[CH:15][C:16](=[O:28])[C:17]([C:23]([O:25]CC)=[O:24])=[CH:18]3)[C:13]=2[CH:29]=1)[C:2]1[CH:7]=[CH:6][CH:5]=[CH:4][CH:3]=1.[OH-].[Na+].Cl, predict the reaction product. The product is: [CH2:1]([O:8][C:9]1[C:10]([O:30][CH3:31])=[CH:11][C:12]2[CH2:21][CH:20]([CH3:22])[N:19]3[C:14](=[CH:15][C:16](=[O:28])[C:17]([C:23]([OH:25])=[O:24])=[CH:18]3)[C:13]=2[CH:29]=1)[C:2]1[CH:7]=[CH:6][CH:5]=[CH:4][CH:3]=1.